Dataset: Peptide-MHC class II binding affinity with 134,281 pairs from IEDB. Task: Regression. Given a peptide amino acid sequence and an MHC pseudo amino acid sequence, predict their binding affinity value. This is MHC class II binding data. (1) The peptide sequence is SDPKKLVLNIKYTRP. The MHC is DRB1_0301 with pseudo-sequence DRB1_0301. The binding affinity (normalized) is 0.425. (2) The peptide sequence is EKKYFAATQFEPLAS. The MHC is HLA-DQA10401-DQB10402 with pseudo-sequence HLA-DQA10401-DQB10402. The binding affinity (normalized) is 0.315. (3) The peptide sequence is SAVIGTLAAAMFGAV. The MHC is HLA-DPA10201-DPB11401 with pseudo-sequence HLA-DPA10201-DPB11401. The binding affinity (normalized) is 0.635.